Dataset: Forward reaction prediction with 1.9M reactions from USPTO patents (1976-2016). Task: Predict the product of the given reaction. (1) Given the reactants [CH3:1][C:2]1[CH:8]=[CH:7][C:6]([N+:9]([O-:11])=[O:10])=[CH:5][C:3]=1[NH2:4].[N:12]([O-])=O.[Na+].[F:16][B-:17]([F:20])([F:19])[F:18].[Na+], predict the reaction product. The product is: [F:16][B-:17]([F:20])([F:19])[F:18].[CH3:1][C:2]1[CH:8]=[CH:7][C:6]([N+:9]([O-:11])=[O:10])=[CH:5][C:3]=1[N+:4]#[N:12]. (2) Given the reactants [C:1]([C:3]1[CH:4]=[CH:5][C:6]([O:26][CH3:27])=[C:7]([C:9]2[C:13]([NH:14][C:15]([C:17]3[CH:18]=[N:19][N:20]4[CH:25]=[CH:24][CH:23]=[N:22][C:21]=34)=[O:16])=[CH:12][NH:11][N:10]=2)[CH:8]=1)#[N:2].Cl.Cl[CH2:30][C:31]1[N:35]=[CH:34][N:33]([CH3:36])[N:32]=1.C([O-])([O-])=O.[Cs+].[Cs+], predict the reaction product. The product is: [C:1]([C:3]1[CH:4]=[CH:5][C:6]([O:26][CH3:27])=[C:7]([C:9]2[C:13]([NH:14][C:15]([C:17]3[CH:18]=[N:19][N:20]4[CH:25]=[CH:24][CH:23]=[N:22][C:21]=34)=[O:16])=[CH:12][N:11]([CH2:30][C:31]3[N:35]=[CH:34][N:33]([CH3:36])[N:32]=3)[N:10]=2)[CH:8]=1)#[N:2]. (3) The product is: [CH2:29]([N:16]1[C@H:17]([C:20]2[CH:25]=[C:24]([F:26])[C:23]([F:27])=[C:22]([F:28])[CH:21]=2)[CH2:18][CH2:19][C@@H:15]1[C:13]1([OH:12])[CH2:2][CH2:1]1)[C:30]1[CH:31]=[CH:32][CH:33]=[CH:34][CH:35]=1. Given the reactants [CH2:1]([Mg]Br)[CH3:2].CCOCC.C([O:12][C:13]([C@H:15]1[CH2:19][CH2:18][C@@H:17]([C:20]2[CH:25]=[C:24]([F:26])[C:23]([F:27])=[C:22]([F:28])[CH:21]=2)[N:16]1[CH2:29][C:30]1[CH:35]=[CH:34][CH:33]=[CH:32][CH:31]=1)=O)C.Cl, predict the reaction product. (4) The product is: [Br:34][C:21]1[C:4]2[N:3]=[C:2]([CH3:1])[N:6]([CH2:7][C:8]3[C:17]4[C:12](=[CH:13][CH:14]=[CH:15][CH:16]=4)[CH:11]=[CH:10][CH:9]=3)[C:5]=2[CH:18]=[C:19]([N:23]2[CH2:28][CH2:27][O:26][CH2:25][CH2:24]2)[CH:20]=1. Given the reactants [CH3:1][C:2]1[N:6]([CH2:7][C:8]2[C:17]3[C:12](=[CH:13][CH:14]=[CH:15][CH:16]=3)[CH:11]=[CH:10][CH:9]=2)[C:5]2[CH:18]=[C:19]([N:23]3[CH2:28][CH2:27][O:26][CH2:25][CH2:24]3)[CH:20]=[C:21](N)[C:4]=2[N:3]=1.N([O-])=O.[Na+].[Na+].[Br-:34].C([O-])(O)=O.[Na+], predict the reaction product. (5) Given the reactants [CH3:1][N:2]([CH3:16])[CH2:3][CH2:4][C:5]([C:7]1[CH:12]=[CH:11][C:10]([N+:13]([O-])=O)=[CH:9][CH:8]=1)=O.Cl.[H][H], predict the reaction product. The product is: [CH3:16][N:2]([CH3:1])[CH2:3][CH2:4][CH2:5][C:7]1[CH:8]=[CH:9][C:10]([NH2:13])=[CH:11][CH:12]=1.